Dataset: NCI-60 drug combinations with 297,098 pairs across 59 cell lines. Task: Regression. Given two drug SMILES strings and cell line genomic features, predict the synergy score measuring deviation from expected non-interaction effect. (1) Drug 1: CCCS(=O)(=O)NC1=C(C(=C(C=C1)F)C(=O)C2=CNC3=C2C=C(C=N3)C4=CC=C(C=C4)Cl)F. Drug 2: C1CN(CCN1C(=O)CCBr)C(=O)CCBr. Cell line: KM12. Synergy scores: CSS=15.7, Synergy_ZIP=0.352, Synergy_Bliss=-1.74, Synergy_Loewe=-7.02, Synergy_HSA=-4.54. (2) Drug 1: CN(C)C1=NC(=NC(=N1)N(C)C)N(C)C. Drug 2: CC1=C2C(C(=O)C3(C(CC4C(C3C(C(C2(C)C)(CC1OC(=O)C(C(C5=CC=CC=C5)NC(=O)OC(C)(C)C)O)O)OC(=O)C6=CC=CC=C6)(CO4)OC(=O)C)O)C)O. Synergy scores: CSS=12.8, Synergy_ZIP=1.47, Synergy_Bliss=5.30, Synergy_Loewe=-29.2, Synergy_HSA=1.35. Cell line: TK-10. (3) Drug 1: C1CC(C1)(C(=O)O)C(=O)O.[NH2-].[NH2-].[Pt+2]. Drug 2: C1CN(CCN1C(=O)CCBr)C(=O)CCBr. Cell line: PC-3. Synergy scores: CSS=10.1, Synergy_ZIP=-3.77, Synergy_Bliss=6.49, Synergy_Loewe=3.45, Synergy_HSA=5.48. (4) Cell line: NCI/ADR-RES. Synergy scores: CSS=3.18, Synergy_ZIP=0.113, Synergy_Bliss=-1.16, Synergy_Loewe=-12.2, Synergy_HSA=-2.39. Drug 2: C1=CC=C(C=C1)NC(=O)CCCCCCC(=O)NO. Drug 1: CC1C(C(CC(O1)OC2CC(CC3=C2C(=C4C(=C3O)C(=O)C5=C(C4=O)C(=CC=C5)OC)O)(C(=O)C)O)N)O.Cl. (5) Drug 1: C1=NC2=C(N=C(N=C2N1C3C(C(C(O3)CO)O)F)Cl)N. Synergy scores: CSS=48.9, Synergy_ZIP=7.54, Synergy_Bliss=2.16, Synergy_Loewe=-27.5, Synergy_HSA=-1.75. Cell line: COLO 205. Drug 2: C#CCC(CC1=CN=C2C(=N1)C(=NC(=N2)N)N)C3=CC=C(C=C3)C(=O)NC(CCC(=O)O)C(=O)O. (6) Drug 1: C1CN1C2=NC(=NC(=N2)N3CC3)N4CC4. Drug 2: COC1=C2C(=CC3=C1OC=C3)C=CC(=O)O2. Cell line: HOP-62. Synergy scores: CSS=49.3, Synergy_ZIP=6.07, Synergy_Bliss=11.7, Synergy_Loewe=-14.0, Synergy_HSA=3.44. (7) Drug 1: C1CC(=O)NC(=O)C1N2CC3=C(C2=O)C=CC=C3N. Drug 2: CC(CN1CC(=O)NC(=O)C1)N2CC(=O)NC(=O)C2. Cell line: NCI-H522. Synergy scores: CSS=21.7, Synergy_ZIP=0.348, Synergy_Bliss=2.81, Synergy_Loewe=3.77, Synergy_HSA=4.61.